Dataset: Full USPTO retrosynthesis dataset with 1.9M reactions from patents (1976-2016). Task: Predict the reactants needed to synthesize the given product. (1) Given the product [CH3:5][C:6]1[N+:7]([O-:17])=[CH:8][C:9]([CH3:15])([N+:12]([O-:14])=[O:13])[CH2:10][CH:11]=1, predict the reactants needed to synthesize it. The reactants are: C(Cl)(Cl)Cl.[CH3:5][C:6]1[N:7]=[CH:8][C:9]([CH3:15])([N+:12]([O-:14])=[O:13])[CH2:10][CH:11]=1.C(N)(N)=[O:17].OO.FC(F)(F)C(OC(=O)C(F)(F)F)=O. (2) Given the product [N+:14]([C:9]1[CH:10]=[CH:11][CH:12]=[CH:13][C:8]=1[C:17]1[CH:22]=[CH:21][CH:20]=[CH:19][CH:18]=1)([O-:16])=[O:15], predict the reactants needed to synthesize it. The reactants are: C(=O)([O-])[O-].[Na+].[Na+].Br[C:8]1[CH:13]=[CH:12][CH:11]=[CH:10][C:9]=1[N+:14]([O-:16])=[O:15].[C:17]1(B(O)O)[CH:22]=[CH:21][CH:20]=[CH:19][CH:18]=1. (3) Given the product [N:18]([CH2:6][CH2:7]/[CH:8]=[CH:9]/[C:10]1[CH:15]=[CH:14][C:13]([Cl:16])=[C:12]([Cl:17])[CH:11]=1)=[N+:19]=[N-:20], predict the reactants needed to synthesize it. The reactants are: CS(O[CH2:6][CH2:7]/[CH:8]=[CH:9]/[C:10]1[CH:15]=[CH:14][C:13]([Cl:16])=[C:12]([Cl:17])[CH:11]=1)(=O)=O.[N-:18]=[N+:19]=[N-:20].[Na+]. (4) Given the product [CH2:15]([O:14][C:8]1[CH:9]=[C:10]([F:13])[CH:11]=[CH:12][C:7]=1[C:6]([OH:17])=[O:5])[CH3:16], predict the reactants needed to synthesize it. The reactants are: [OH-].[Na+].C([O:5][C:6](=[O:17])[C:7]1[CH:12]=[CH:11][C:10]([F:13])=[CH:9][C:8]=1[O:14][CH2:15][CH3:16])C. (5) Given the product [CH2:6]([O:10][C:11]([C@:13]1([NH:18][C:19]([C:21]2[S:22][C:23]([Cl:26])=[CH:24][CH:25]=2)=[O:20])[CH2:17][CH2:16][O:15][CH2:14]1)=[O:12])[CH:7]([CH3:9])[CH3:8], predict the reactants needed to synthesize it. The reactants are: P([O-])([O-])([O-])=O.[CH2:6]([O:10][C:11]([C:13]1([NH:18][C:19]([C:21]2[S:22][C:23]([Cl:26])=[CH:24][CH:25]=2)=[O:20])[CH2:17][CH2:16][O:15][CH2:14]1)=[O:12])[CH:7]([CH3:9])[CH3:8].CCOC(C)=O.